This data is from Full USPTO retrosynthesis dataset with 1.9M reactions from patents (1976-2016). The task is: Predict the reactants needed to synthesize the given product. (1) Given the product [C:1]([O:4][C:5]1[CH:13]=[C:12]([NH2:14])[CH:11]=[CH:10][C:6]=1[C:7]([OH:9])=[O:8])(=[O:3])[CH3:2], predict the reactants needed to synthesize it. The reactants are: [C:1]([O:4][C:5]1[CH:13]=[C:12]([N+:14]([O-])=O)[CH:11]=[CH:10][C:6]=1[C:7]([OH:9])=[O:8])(=[O:3])[CH3:2]. (2) Given the product [NH2:20][C:15]1[N:16]=[C:17]([CH3:19])[N:18]=[C:13]([C:8]2[CH:7]=[C:6]([C:4](=[O:3])[CH3:5])[CH:11]=[N:10][C:9]=2[NH:36][C:32]2[CH:33]=[N:34][CH:35]=[C:30]([S:27]([C:21]3[CH:26]=[CH:25][CH:24]=[CH:23][CH:22]=3)(=[O:29])=[O:28])[CH:31]=2)[N:14]=1, predict the reactants needed to synthesize it. The reactants are: C([O:3][C:4]([C:6]1[CH:7]=[C:8]([C:13]2[N:18]=[C:17]([CH3:19])[N:16]=[C:15]([NH2:20])[N:14]=2)[C:9](F)=[N:10][CH:11]=1)=[CH2:5])C.[C:21]1([S:27]([C:30]2[CH:31]=[C:32]([NH2:36])[CH:33]=[N:34][CH:35]=2)(=[O:29])=[O:28])[CH:26]=[CH:25][CH:24]=[CH:23][CH:22]=1.C[Si]([N-][Si](C)(C)C)(C)C.[Na+]. (3) Given the product [F:30][C:27]([F:28])([F:29])[C:24]([C:21]1[S:20][C:19]([SH:18])=[N:23][CH:22]=1)([OH:31])[CH2:25][CH3:26], predict the reactants needed to synthesize it. The reactants are: FC1C=CC(C2C3C(=CC([S:18][C:19]4[S:20][C:21]([C:24]([OH:31])([C:27]([F:30])([F:29])[F:28])[CH2:25][CH3:26])=[CH:22][N:23]=4)=CC=3)OC(=O)C=2)=CC=1. (4) The reactants are: [C:1]([O:5][C:6]([N:8]1[C:17]2[C:12](=[CH:13][C:14]([CH3:19])=[C:15]([CH3:18])[CH:16]=2)[NH:11][CH:10]([CH2:20][CH3:21])[CH2:9]1)=[O:7])([CH3:4])([CH3:3])[CH3:2].Cl[C:23]([O:25][CH2:26][CH3:27])=[O:24]. Given the product [CH2:26]([O:25][C:23]([N:11]1[C:12]2[C:17](=[CH:16][C:15]([CH3:18])=[C:14]([CH3:19])[CH:13]=2)[N:8]([C:6]([O:5][C:1]([CH3:4])([CH3:3])[CH3:2])=[O:7])[CH2:9][CH:10]1[CH2:20][CH3:21])=[O:24])[CH3:27], predict the reactants needed to synthesize it. (5) Given the product [CH:27]1([C:25]([N:22]2[CH2:23][CH2:24][C:19]([CH2:18][N:15]3[C:16](=[O:17])[C:11]4[CH:10]=[N:9][N:8]([C:5]5[CH:4]=[CH:3][C:2]([NH:1][S:42](=[O:44])(=[O:43])[NH:41][CH3:40])=[CH:7][CH:6]=5)[C:12]=4[N:13]=[CH:14]3)([OH:30])[CH2:20][CH2:21]2)=[O:26])[CH2:28][CH2:29]1, predict the reactants needed to synthesize it. The reactants are: [NH2:1][C:2]1[CH:7]=[CH:6][C:5]([N:8]2[C:12]3[N:13]=[CH:14][N:15]([CH2:18][C:19]4([OH:30])[CH2:24][CH2:23][N:22]([C:25]([CH:27]5[CH2:29][CH2:28]5)=[O:26])[CH2:21][CH2:20]4)[C:16](=[O:17])[C:11]=3[CH:10]=[N:9]2)=[CH:4][CH:3]=1.C(N(CC)C(C)C)(C)C.[CH3:40][NH:41][S:42](Cl)(=[O:44])=[O:43]. (6) Given the product [O:19]=[C:20]1[N:26]([CH:27]2[CH2:32][CH2:31][N:30]([C:33]([O:35][C@H:36]([CH2:37][C:38]3[CH:43]=[C:42]([CH3:44])[C:41]([O:45][CH2:46][C:47]4[CH:52]=[CH:51][CH:50]=[CH:49][CH:48]=4)=[C:40]([CH3:53])[CH:39]=3)[C:54]([N:10]3[CH2:11][CH2:12][CH:7]([CH:4]4[CH2:5][CH2:6][N:1]([CH2:13][C:14]([O:16][CH2:17][CH3:18])=[O:15])[CH2:2][CH2:3]4)[CH2:8][CH2:9]3)=[O:55])=[O:34])[CH2:29][CH2:28]2)[CH2:25][CH2:24][C:23]2[CH:57]=[CH:58][CH:59]=[CH:60][C:22]=2[NH:21]1, predict the reactants needed to synthesize it. The reactants are: [N:1]1([CH2:13][C:14]([O:16][CH2:17][CH3:18])=[O:15])[CH2:6][CH2:5][CH:4]([CH:7]2[CH2:12][CH2:11][NH:10][CH2:9][CH2:8]2)[CH2:3][CH2:2]1.[O:19]=[C:20]1[N:26]([CH:27]2[CH2:32][CH2:31][N:30]([C:33]([O:35][C@@H:36]([C:54](O)=[O:55])[CH2:37][C:38]3[CH:43]=[C:42]([CH3:44])[C:41]([O:45][CH2:46][C:47]4[CH:52]=[CH:51][CH:50]=[CH:49][CH:48]=4)=[C:40]([CH3:53])[CH:39]=3)=[O:34])[CH2:29][CH2:28]2)[CH2:25][CH2:24][C:23]2[CH:57]=[CH:58][CH:59]=[CH:60][C:22]=2[NH:21]1.CN(C(ON1N=NC2C=CC=CC1=2)=[N+](C)C)C.[B-](F)(F)(F)F.C(N(C(C)C)C(C)C)C.C([O-])([O-])=O.[K+].[K+]. (7) Given the product [F:1][C:2]1[CH:7]=[C:6]([C:36]2[CH:37]=[CH:38][C:39]([C:42](=[O:51])[CH2:43][C:44]([CH3:49])([CH3:50])[C:45]([O:47][CH3:48])=[O:46])=[CH:40][CH:41]=2)[CH:5]=[CH:4][C:3]=1[NH:9][CH:10]=[O:11], predict the reactants needed to synthesize it. The reactants are: [F:1][C:2]1[CH:7]=[C:6](I)[CH:5]=[CH:4][C:3]=1[NH:9][CH:10]=[O:11].B1(B2OC(C)(C)C(C)(C)O2)OC(C)(C)C(C)(C)O1.C([O-])(=O)C.[K+].Br[C:36]1[CH:41]=[CH:40][C:39]([C:42](=[O:51])[CH2:43][C:44]([CH3:50])([CH3:49])[C:45]([O:47][CH3:48])=[O:46])=[CH:38][CH:37]=1.C(=O)([O-])[O-].[Cs+].[Cs+].